From a dataset of Reaction yield outcomes from USPTO patents with 853,638 reactions. Predict the reaction yield, written as a fraction of the theoretical maximum amount of product (1.0 means a 100% yield; for example, 0.34 means a 34% yield). (1) The product is [F:14][C:3]1[CH:4]=[N:5][C:6]2[C:11]([C:2]=1[N:18]1[CH2:19][CH2:20][N:15]([CH2:21][CH2:22][NH:23][C:24](=[O:30])[O:25][C:26]([CH3:28])([CH3:27])[CH3:29])[CH2:16][CH2:17]1)=[N:10][C:9]([O:12][CH3:13])=[CH:8][CH:7]=2. The reactants are Br[C:2]1[C:3]([F:14])=[CH:4][N:5]=[C:6]2[C:11]=1[N:10]=[C:9]([O:12][CH3:13])[CH:8]=[CH:7]2.[N:15]1([CH2:21][CH2:22][NH:23][C:24](=[O:30])[O:25][C:26]([CH3:29])([CH3:28])[CH3:27])[CH2:20][CH2:19][NH:18][CH2:17][CH2:16]1.C1C=CC(P(C2C=CC3C(=CC=CC=3)C=2C2C3C(=CC=CC=3)C=CC=2P(C2C=CC=CC=2)C2C=CC=CC=2)C2C=CC=CC=2)=CC=1.C([O-])([O-])=O.[Cs+].[Cs+]. The catalyst is O1CCOCC1.C1C=CC(/C=C/C(/C=C/C2C=CC=CC=2)=O)=CC=1.C1C=CC(/C=C/C(/C=C/C2C=CC=CC=2)=O)=CC=1.C1C=CC(/C=C/C(/C=C/C2C=CC=CC=2)=O)=CC=1.[Pd].[Pd]. The yield is 0.410. (2) The reactants are [Cl:1][C:2]1[S:6][C:5]([S:7]([NH:10][C:11]([NH:13][CH:14]([CH3:16])[CH3:15])=[NH:12])(=[O:9])=[O:8])=[C:4](B(O)O)[CH:3]=1.N1C=CC=CC=1. The yield is 0.750. The catalyst is CN1CCCC1=O.C([O-])(=O)C.[Cu+2].C([O-])(=O)C. The product is [Cl:1][C:2]1[S:6][C:5]2[S:7](=[O:9])(=[O:8])[N:10]=[C:11]([NH:13][CH:14]([CH3:16])[CH3:15])[NH:12][C:4]=2[CH:3]=1. (3) The reactants are [Cl:1][C:2]1[CH:7]=[C:6]([Cl:8])[CH:5]=[CH:4][C:3]=1[C:9](=[O:11])[CH3:10].B(Cl)([C@@H]1[C@@H](C)[C@H]2C(C)(C)[C@H](C2)C1)[C@@H]1[C@@H](C)[C@H]2C(C)(C)[C@H](C2)C1.N(CCO)CCO. The catalyst is C1COCC1. The product is [Cl:1][C:2]1[CH:7]=[C:6]([Cl:8])[CH:5]=[CH:4][C:3]=1[C@H:9]([OH:11])[CH3:10]. The yield is 0.820. (4) The reactants are Cl.[NH2:2][CH2:3][C:4]1[CH:12]=[CH:11][CH:10]=[C:9]2[C:5]=1[CH2:6][N:7]([CH:14]1[CH2:19][CH2:18][C:17](=[O:20])[NH:16][C:15]1=[O:21])[C:8]2=[O:13].C(N(CC)CC)C.[CH3:29][O:30][C:31]1[CH:36]=[CH:35][C:34]([N:37]=[C:38]=[O:39])=[CH:33][CH:32]=1. The catalyst is C1COCC1. The product is [O:21]=[C:15]1[CH:14]([N:7]2[CH2:6][C:5]3[C:9](=[CH:10][CH:11]=[CH:12][C:4]=3[CH2:3][NH:2][C:38]([NH:37][C:34]3[CH:35]=[CH:36][C:31]([O:30][CH3:29])=[CH:32][CH:33]=3)=[O:39])[C:8]2=[O:13])[CH2:19][CH2:18][C:17](=[O:20])[NH:16]1. The yield is 0.930. (5) The reactants are C(=O)([O-])[O-].[K+].[K+].[I-].[Na+].[N+:9]([C:12]1[CH:17]=[CH:16][C:15]([C:18]2[CH2:19][CH2:20][NH:21][CH2:22][CH:23]=2)=[CH:14][CH:13]=1)([O-:11])=[O:10].Cl[CH2:25][CH2:26][C@@H:27]([O:34][C:35]1[CH:40]=[CH:39][C:38]([O:41][CH3:42])=[C:37]([O:43][CH3:44])[CH:36]=1)[C:28]1[CH:33]=[CH:32][CH:31]=[CH:30][CH:29]=1. The catalyst is CN(C=O)C.O. The product is [CH3:44][O:43][C:37]1[CH:36]=[C:35]([CH:40]=[CH:39][C:38]=1[O:41][CH3:42])[O:34][C@@H:27]([C:28]1[CH:33]=[CH:32][CH:31]=[CH:30][CH:29]=1)[CH2:26][CH2:25][N:21]1[CH2:20][CH:19]=[C:18]([C:15]2[CH:16]=[CH:17][C:12]([N+:9]([O-:11])=[O:10])=[CH:13][CH:14]=2)[CH2:23][CH2:22]1. The yield is 0.766. (6) The reactants are [CH3:1][N:2]1[CH2:7][CH2:6][CH:5]([N:8]2[CH2:12][CH2:11][CH:10]([N:13]3[C:17]4=[N:18][CH:19]=[N:20][C:21]([NH2:22])=[C:16]4[C:15]([C:23]4[CH:28]=[CH:27][C:26]([O:29][C:30]5[CH:35]=[CH:34][CH:33]=[CH:32][CH:31]=5)=[CH:25][CH:24]=4)=[N:14]3)[CH2:9]2)[CH2:4][CH2:3]1.[C:36]([OH:43])(=[O:42])/[CH:37]=[CH:38]\[C:39]([OH:41])=[O:40]. The catalyst is C(OCC)(=O)C. The product is [C:36]([OH:43])(=[O:42])/[CH:37]=[CH:38]\[C:39]([OH:41])=[O:40].[C:36]([OH:43])(=[O:42])/[CH:37]=[CH:38]\[C:39]([OH:41])=[O:40].[C:36]([OH:43])(=[O:42])/[CH:37]=[CH:38]\[C:39]([OH:41])=[O:40].[CH3:1][N:2]1[CH2:7][CH2:6][CH:5]([N:8]2[CH2:12][CH2:11][CH:10]([N:13]3[C:17]4=[N:18][CH:19]=[N:20][C:21]([NH2:22])=[C:16]4[C:15]([C:23]4[CH:28]=[CH:27][C:26]([O:29][C:30]5[CH:35]=[CH:34][CH:33]=[CH:32][CH:31]=5)=[CH:25][CH:24]=4)=[N:14]3)[CH2:9]2)[CH2:4][CH2:3]1. The yield is 0.900. (7) The reactants are C[O:2][C:3](=O)[C:4]1[CH:9]=[C:8]([I:10])[CH:7]=[CH:6][C:5]=1[O:11][Si:12]([CH:19]([CH3:21])[CH3:20])([CH:16]([CH3:18])[CH3:17])[CH:13]([CH3:15])[CH3:14].[H-].C([Al+]CC(C)C)C(C)C. The catalyst is C(Cl)Cl. The product is [I:10][C:8]1[CH:7]=[CH:6][C:5]([O:11][Si:12]([CH:16]([CH3:18])[CH3:17])([CH:19]([CH3:21])[CH3:20])[CH:13]([CH3:14])[CH3:15])=[C:4]([CH2:3][OH:2])[CH:9]=1. The yield is 0.390.